Dataset: Catalyst prediction with 721,799 reactions and 888 catalyst types from USPTO. Task: Predict which catalyst facilitates the given reaction. (1) Reactant: [F:1][C:2]1[CH:7]=[CH:6][C:5]([N:8]2[CH2:13][CH2:12][NH:11][CH2:10][CH2:9]2)=[CH:4][CH:3]=1.[O:14]=[C:15]1[C:19]([C:26]2[CH:31]=[CH:30][CH:29]=[CH:28][CH:27]=2)([C:20]2[CH:25]=[CH:24][CH:23]=[CH:22][CH:21]=2)[CH2:18][CH2:17][N:16]1[CH2:32][C:33](O)=[O:34].Cl.C(N=C=NCCCN(C)C)C. Product: [F:1][C:2]1[CH:3]=[CH:4][C:5]([N:8]2[CH2:13][CH2:12][N:11]([C:33](=[O:34])[CH2:32][N:16]3[CH2:17][CH2:18][C:19]([C:20]4[CH:25]=[CH:24][CH:23]=[CH:22][CH:21]=4)([C:26]4[CH:31]=[CH:30][CH:29]=[CH:28][CH:27]=4)[C:15]3=[O:14])[CH2:10][CH2:9]2)=[CH:6][CH:7]=1. The catalyst class is: 4. (2) Reactant: [CH3:1][NH2:2].ClC(Cl)(Cl)[C:5]([C:7]1[N:16]2[C:10]([CH2:11][N:12]([C:21]([C:23]3[CH:28]=[CH:27][C:26]([C:29]4[CH:34]=[CH:33][CH:32]=[CH:31][C:30]=4[O:35][CH3:36])=[CH:25][CH:24]=3)=[O:22])[C:13]3[CH:20]=[CH:19][CH:18]=[CH:17][C:14]=3[CH2:15]2)=[CH:9][CH:8]=1)=[O:6].C(N([CH2:44][CH3:45])CC)C.CS(C)=O. Product: [CH3:31][C:30]1[O:35][C:44]([CH3:45])=[CH:26][C:29]=1[CH2:1][NH:2][C:5]([C:7]1[N:16]2[C:10]([CH2:11][N:12]([C:21]([C:23]3[CH:28]=[CH:27][C:26]([C:29]4[CH:34]=[CH:33][CH:32]=[CH:31][C:30]=4[O:35][CH3:36])=[CH:25][CH:24]=3)=[O:22])[C:13]3[CH:20]=[CH:19][CH:18]=[CH:17][C:14]=3[CH2:15]2)=[CH:9][CH:8]=1)=[O:6]. The catalyst class is: 10. (3) Reactant: [C:1]([N:8]1[CH:12]=[CH:11][CH:10]=[C:9]1B(O)O)([O:3][C:4]([CH3:7])([CH3:6])[CH3:5])=[O:2].Cl[C:17]1[CH:22]=[C:21]([O:23][C:24]2[CH:30]=[CH:29][C:27]([NH2:28])=[CH:26][CH:25]=2)[CH:20]=[CH:19][N:18]=1.C([O-])([O-])=O.[Na+].[Na+].O. Product: [NH2:28][C:27]1[CH:29]=[CH:30][C:24]([O:23][C:21]2[CH:22]=[CH:17][N:18]=[C:19]([C:9]3[N:8]([C:1]([O:3][C:4]([CH3:7])([CH3:6])[CH3:5])=[O:2])[CH:12]=[CH:11][CH:10]=3)[CH:20]=2)=[CH:25][CH:26]=1. The catalyst class is: 184.